Dataset: Reaction yield outcomes from USPTO patents with 853,638 reactions. Task: Predict the reaction yield, written as a fraction of the theoretical maximum amount of product (1.0 means a 100% yield; for example, 0.34 means a 34% yield). (1) The reactants are Br[CH2:2][CH2:3][CH2:4][O:5][C:6]1[CH:15]=[C:14]2[C:9]([CH2:10][CH2:11][C:12](=[O:16])[NH:13]2)=[CH:8][CH:7]=1.[Na+].[I-].Cl.[Cl:20][C:21]1[C:26]([Cl:27])=[CH:25][CH:24]=[CH:23][C:22]=1[N:28]1[CH2:34][CH2:33][CH2:32][NH:31][CH2:30][CH2:29]1.C([O-])([O-])=O.[K+].[K+]. The yield is 0.630. The product is [Cl:20][C:21]1[C:26]([Cl:27])=[CH:25][CH:24]=[CH:23][C:22]=1[N:28]1[CH2:34][CH2:33][CH2:32][N:31]([CH2:2][CH2:3][CH2:4][O:5][C:6]2[CH:15]=[C:14]3[C:9]([CH2:10][CH2:11][C:12](=[O:16])[NH:13]3)=[CH:8][CH:7]=2)[CH2:30][CH2:29]1. The catalyst is CC#N. (2) The reactants are [F:1][C:2]1[CH:13]=[CH:12][C:5]([CH2:6][N:7]2[CH:11]=[N:10][CH:9]=[N:8]2)=[CH:4][CH:3]=1.C([Li])CCC.[CH2:19]([CH:21]([CH2:24][CH3:25])[CH:22]=[O:23])[CH3:20]. The yield is 0.470. The product is [CH2:19]([CH:21]([CH2:24][CH3:25])[CH:22]([C:11]1[N:7]([CH2:6][C:5]2[CH:12]=[CH:13][C:2]([F:1])=[CH:3][CH:4]=2)[N:8]=[CH:9][N:10]=1)[OH:23])[CH3:20]. The catalyst is C1COCC1. (3) The reactants are C[N:2](C)[CH:3]=[CH:4][C:5]([C:7]1[C:12](=[O:13])[CH:11]=[CH:10][N:9]([C:14]2[CH:15]=[N:16][CH:17]=[CH:18][CH:19]=2)[N:8]=1)=O.[C:21]1([NH:27]N)[CH:26]=[CH:25][CH:24]=[CH:23][CH:22]=1. The catalyst is CO. The product is [C:21]1([N:27]2[C:5]([C:7]3[C:12](=[O:13])[CH:11]=[CH:10][N:9]([C:14]4[CH:15]=[N:16][CH:17]=[CH:18][CH:19]=4)[N:8]=3)=[CH:4][CH:3]=[N:2]2)[CH:26]=[CH:25][CH:24]=[CH:23][CH:22]=1. The yield is 0.190. (4) The reactants are [Br:1][C:2]1[CH:3]=[C:4]([CH2:7][OH:8])[S:5][CH:6]=1.[Si:9](Cl)([C:22]([CH3:25])([CH3:24])[CH3:23])([C:16]1[CH:21]=[CH:20][CH:19]=[CH:18][CH:17]=1)[C:10]1[CH:15]=[CH:14][CH:13]=[CH:12][CH:11]=1.N1C=CN=C1. The catalyst is C(Cl)Cl. The product is [Br:1][C:2]1[CH:3]=[C:4]([CH2:7][O:8][Si:9]([C:22]([CH3:25])([CH3:24])[CH3:23])([C:16]2[CH:17]=[CH:18][CH:19]=[CH:20][CH:21]=2)[C:10]2[CH:15]=[CH:14][CH:13]=[CH:12][CH:11]=2)[S:5][CH:6]=1. The yield is 0.980. (5) The reactants are [OH:1][CH2:2][C:3]1[CH:8]=[CH:7][C:6]([C@@H:9]([NH:11]C(=O)OC(C)(C)C)[CH3:10])=[CH:5][CH:4]=1.[ClH:19].O1CCOCC1. No catalyst specified. The product is [ClH:19].[NH2:11][C@H:9]([C:6]1[CH:7]=[CH:8][C:3]([CH2:2][OH:1])=[CH:4][CH:5]=1)[CH3:10]. The yield is 1.00. (6) The reactants are [N:1]1[CH:6]=[CH:5][CH:4]=[CH:3][CH:2]=1.Cl.[C:8](Cl)(=[O:15])[C:9]1[CH:14]=[CH:13][CH:12]=[N:11][CH:10]=1.[CH3:17][C:18]([CH3:44])([CH2:21][CH2:22][CH2:23][CH2:24][CH2:25][CH:26]([O:37][CH:38]1[CH2:43][CH2:42][CH2:41][CH2:40][O:39]1)[CH2:27][CH2:28][CH2:29][CH2:30][CH2:31][C:32]([CH3:36])([CH3:35])[CH2:33][OH:34])[CH2:19]O.C[C:46]([O:49]C)(C)C. No catalyst specified. The product is [O:39]1[CH2:40][CH2:41][CH2:42][CH2:43][CH:38]1[O:37][CH:26]([CH2:25][CH2:24][CH2:23][CH2:22][CH2:21][C:18]([CH3:44])([CH3:19])[CH2:17][C:8](=[O:15])[C:9]1[CH:14]=[CH:13][CH:12]=[N:11][CH:10]=1)[CH2:27][CH2:28][CH2:29][CH2:30][CH2:31][C:32]([CH3:36])([CH3:35])[CH2:33][O:34][C:46](=[O:49])[C:3]1[CH:4]=[CH:5][CH:6]=[N:1][CH:2]=1. The yield is 0.690. (7) The reactants are [Cl:1][C:2]1[C:7]([C:8]([OH:10])=O)=[C:6]([CH3:11])[CH:5]=[C:4]([Cl:12])[N:3]=1.[F:13][C:14]1[CH:15]=[C:16]([CH:19]=[CH:20][CH:21]=1)[CH2:17][NH2:18].CN(C(ON1N=NC2C=CC=NC1=2)=[N+](C)C)C.F[P-](F)(F)(F)(F)F.CCN(CC)CC. The catalyst is C1COCC1. The product is [Cl:1][C:2]1[C:7]([C:8]([NH:18][CH2:17][C:16]2[CH:19]=[CH:20][CH:21]=[C:14]([F:13])[CH:15]=2)=[O:10])=[C:6]([CH3:11])[CH:5]=[C:4]([Cl:12])[N:3]=1. The yield is 0.740.